Dataset: NCI-60 drug combinations with 297,098 pairs across 59 cell lines. Task: Regression. Given two drug SMILES strings and cell line genomic features, predict the synergy score measuring deviation from expected non-interaction effect. (1) Drug 1: CCC1=CC2CC(C3=C(CN(C2)C1)C4=CC=CC=C4N3)(C5=C(C=C6C(=C5)C78CCN9C7C(C=CC9)(C(C(C8N6C)(C(=O)OC)O)OC(=O)C)CC)OC)C(=O)OC.C(C(C(=O)O)O)(C(=O)O)O. Drug 2: CN(CC1=CN=C2C(=N1)C(=NC(=N2)N)N)C3=CC=C(C=C3)C(=O)NC(CCC(=O)O)C(=O)O. Cell line: OVCAR-5. Synergy scores: CSS=30.8, Synergy_ZIP=0.108, Synergy_Bliss=0.823, Synergy_Loewe=-7.23, Synergy_HSA=1.30. (2) Drug 1: CCC1(C2=C(COC1=O)C(=O)N3CC4=CC5=C(C=CC(=C5CN(C)C)O)N=C4C3=C2)O. Drug 2: CC(C)(C#N)C1=CC=C(C=C1)N2C3=C4C=C(C=CC4=NC=C3N(C2=O)C)C5=CC6=CC=CC=C6N=C5. Cell line: T-47D. Synergy scores: CSS=63.8, Synergy_ZIP=7.28, Synergy_Bliss=6.77, Synergy_Loewe=13.2, Synergy_HSA=15.2.